Dataset: Reaction yield outcomes from USPTO patents with 853,638 reactions. Task: Predict the reaction yield, written as a fraction of the theoretical maximum amount of product (1.0 means a 100% yield; for example, 0.34 means a 34% yield). The reactants are [C:1](Cl)([O:3][CH2:4][C:5]1[CH:10]=[CH:9][CH:8]=[CH:7][CH:6]=1)=[O:2].[CH2:12]([NH:15][CH:16]([CH3:21])[CH2:17][CH2:18][CH:19]=[CH2:20])[CH:13]=[CH2:14].C(N(CC)CC)C. The catalyst is C(Cl)Cl. The product is [CH2:4]([O:3][C:1](=[O:2])[N:15]([CH2:12][CH:13]=[CH2:14])[CH:16]([CH3:21])[CH2:17][CH2:18][CH:19]=[CH2:20])[C:5]1[CH:10]=[CH:9][CH:8]=[CH:7][CH:6]=1. The yield is 0.650.